This data is from Full USPTO retrosynthesis dataset with 1.9M reactions from patents (1976-2016). The task is: Predict the reactants needed to synthesize the given product. (1) Given the product [CH:32]([N:8]([C:9]1[S:10][C:11]([C:14]2[CH:15]=[C:16]([C:26]3[CH:27]=[CH:28][CH:29]=[CH:30][CH:31]=3)[C:17]3[N:18]([CH:20]=[C:21]([C:23](=[O:24])[NH:45][CH3:43])[N:22]=3)[CH:19]=2)=[CH:12][N:13]=1)[C:6](=[O:7])[O:5][C:1]([CH3:3])([CH3:2])[CH3:4])([CH3:34])[CH3:33], predict the reactants needed to synthesize it. The reactants are: [C:1]([O:5][C:6]([N:8]([CH:32]([CH3:34])[CH3:33])[C:9]1[S:10][C:11]([C:14]2[CH:15]=[C:16]([C:26]3[CH:31]=[CH:30][CH:29]=[CH:28][CH:27]=3)[C:17]3[N:18]([CH:20]=[C:21]([C:23](O)=[O:24])[N:22]=3)[CH:19]=2)=[CH:12][N:13]=1)=[O:7])([CH3:4])([CH3:3])[CH3:2].C(Cl)CCl.C1C=CC2N(O)N=[N:45][C:43]=2C=1.CCN(CC)CC.CN. (2) Given the product [CH3:5][N:4]([CH3:6])[CH2:3][CH2:2][O:9][CH2:10][C@@H:11]1[CH2:20][C:19]2[C:14](=[CH:15][CH:16]=[CH:17][CH:18]=2)[CH2:13][N:12]1[C:21](=[O:23])[CH3:22], predict the reactants needed to synthesize it. The reactants are: Cl[CH2:2][CH2:3][N:4]([CH3:6])[CH3:5].[H-].[Na+].[OH:9][CH2:10][C@@H:11]1[CH2:20][C:19]2[C:14](=[CH:15][CH:16]=[CH:17][CH:18]=2)[CH2:13][N:12]1[C:21](=[O:23])[CH3:22].[NH4+].[Cl-]. (3) Given the product [Cl:25][C:6]1[C:7](=[O:24])[N:8](/[CH:9]=[CH:10]/[C:11]2[CH:12]=[CH:13][C:14]([C:15]([OH:17])=[O:16])=[CH:22][CH:23]=2)[C:3]([CH2:2][O:41][C:37]2[CH:38]=[CH:39][CH:40]=[C:35]([CH2:33][CH3:34])[CH:36]=2)=[C:4]([Cl:26])[CH:5]=1, predict the reactants needed to synthesize it. The reactants are: Br[CH2:2][C:3]1[N:8](/[CH:9]=[CH:10]/[C:11]2[CH:23]=[CH:22][C:14]([C:15]([O:17]C(C)(C)C)=[O:16])=[CH:13][CH:12]=2)[C:7](=[O:24])[C:6]([Cl:25])=[CH:5][C:4]=1[Cl:26].C(=O)([O-])[O-].[K+].[K+].[CH2:33]([C:35]1[CH:36]=[C:37]([OH:41])[CH:38]=[CH:39][CH:40]=1)[CH3:34].[Cl-].[NH4+]. (4) Given the product [ClH:29].[CH3:1][NH:2][CH:10]1[CH2:11][CH2:12][N:13]([C:16](=[O:25])[CH2:17][CH2:18][N:19]2[CH2:24][CH2:23][CH2:22][CH2:21][CH2:20]2)[CH2:14][CH2:15]1, predict the reactants needed to synthesize it. The reactants are: [CH3:1][N:2]([CH:10]1[CH2:15][CH2:14][N:13]([C:16](=[O:25])[CH2:17][CH2:18][N:19]2[CH2:24][CH2:23][CH2:22][CH2:21][CH2:20]2)[CH2:12][CH2:11]1)C(=O)OC(C)(C)C.C([Cl:29])(=O)C. (5) Given the product [Si:19]([O:18][C@H:11]([C:12]1[CH:17]=[CH:16][CH:15]=[CH:14][CH:13]=1)[C@H:8]1[CH2:9][CH2:10][C@@H:6]([CH2:5][C:4]2[CH:33]=[CH:34][C:35]3[N:36]=[C:37]([C@@H:38]([N:40]4[CH:45]=[CH:44][CH:43]=[N:42][C:41]4=[O:46])[CH3:39])[NH:1][C:2]=3[CH:3]=2)[N:7]1[C:26]([O:28][C:29]([CH3:32])([CH3:31])[CH3:30])=[O:27])([C:22]([CH3:25])([CH3:24])[CH3:23])([CH3:21])[CH3:20], predict the reactants needed to synthesize it. The reactants are: [NH2:1][C:2]1[CH:3]=[C:4]([CH:33]=[CH:34][C:35]=1[NH:36][C:37](=O)[C@@H:38]([N:40]1[CH:45]=[CH:44][CH:43]=[N:42][C:41]1=[O:46])[CH3:39])[CH2:5][C@@H:6]1[CH2:10][CH2:9][C@H:8]([C@H:11]([O:18][Si:19]([C:22]([CH3:25])([CH3:24])[CH3:23])([CH3:21])[CH3:20])[C:12]2[CH:17]=[CH:16][CH:15]=[CH:14][CH:13]=2)[N:7]1[C:26]([O:28][C:29]([CH3:32])([CH3:31])[CH3:30])=[O:27].